Dataset: Reaction yield outcomes from USPTO patents with 853,638 reactions. Task: Predict the reaction yield, written as a fraction of the theoretical maximum amount of product (1.0 means a 100% yield; for example, 0.34 means a 34% yield). (1) The reactants are [CH2:1]([NH2:5])[CH:2]([CH3:4])[CH3:3].C([CH:8]([C:22]([O-:24])=O)[C:9]([C:19]([O-:21])=O)([OH:18])[C:10](CC)(CC)[C:11]([O-:13])=O)C. The catalyst is CO. The product is [CH2:1]([NH:5][C:11](=[O:13])[CH2:10][C:9]([CH2:8][C:22]([NH:5][CH2:1][CH:2]([CH3:4])[CH3:3])=[O:24])([C:19]([NH:5][CH2:1][CH:2]([CH3:4])[CH3:3])=[O:21])[OH:18])[CH:2]([CH3:4])[CH3:3]. The yield is 0.803. (2) The reactants are C([O-])([O-])=O.[Ca+2].[O:6]1[C:10]2[CH:11]=[CH:12][CH:13]=[C:14]([NH2:15])[C:9]=2[O:8][CH2:7]1.[I:16](Cl)(=O)=O.I(Cl)(=O)=O.C[N+](C)(C)CC1C=CC=CC=1. The catalyst is C(Cl)Cl.CO.O. The product is [I:16][C:11]1[C:10]2[O:6][CH2:7][O:8][C:9]=2[C:14]([NH2:15])=[CH:13][CH:12]=1. The yield is 0.469. (3) The reactants are [CH:1]1([C:4]#[C:5][C:6]2[S:10][C:9]([C:11]([O:13]C)=[O:12])=[C:8]([N:15]([C:25]([C@H:27]3[CH2:32][CH2:31][C@H:30]([CH3:33])[CH2:29][CH2:28]3)=[O:26])[CH2:16][C:17]([N:19]3[CH2:24][CH2:23][O:22][CH2:21][CH2:20]3)=[O:18])[CH:7]=2)[CH2:3][CH2:2]1.O[Li].O.Cl. The catalyst is C1COCC1.O. The product is [CH:1]1([C:4]#[C:5][C:6]2[S:10][C:9]([C:11]([OH:13])=[O:12])=[C:8]([N:15]([C:25]([C@H:27]3[CH2:32][CH2:31][C@H:30]([CH3:33])[CH2:29][CH2:28]3)=[O:26])[CH2:16][C:17]([N:19]3[CH2:24][CH2:23][O:22][CH2:21][CH2:20]3)=[O:18])[CH:7]=2)[CH2:2][CH2:3]1. The yield is 0.390. (4) The reactants are [F:1][C:2]1[CH:7]=[CH:6][C:5]([C:8]2[C:9]3[CH:21]=[CH:20][C:19](=[O:22])[N:18]([C:23]4[CH:28]=[CH:27][CH:26]=[CH:25][C:24]=4[CH3:29])[C:10]=3[N:11]=[C:12](S(C)(=O)=O)[N:13]=2)=[C:4]([CH3:30])[CH:3]=1.[CH2:31]([CH2:33][NH2:34])[OH:32].O.CN1[C:41](=[O:42])CCC1. The catalyst is CCOC(C)=O. The product is [F:1][C:2]1[CH:7]=[CH:6][C:5]([C:8]2[C:9]3[CH:21]=[CH:20][C:19](=[O:22])[N:18]([C:23]4[CH:28]=[CH:27][CH:26]=[CH:25][C:24]=4[CH3:29])[C:10]=3[N:11]=[C:12]([NH:34][CH:33]([CH2:41][OH:42])[CH2:31][OH:32])[N:13]=2)=[C:4]([CH3:30])[CH:3]=1. The yield is 0.880. (5) The reactants are [Cl:1][C:2]1[S:6][C:5]([C:7]([OH:9])=[O:8])=[CH:4][CH:3]=1.OS(O)(=O)=O.[CH3:15]O. No catalyst specified. The product is [Cl:1][C:2]1[S:6][C:5]([C:7]([O:9][CH3:15])=[O:8])=[CH:4][CH:3]=1. The yield is 0.990. (6) The reactants are [CH3:1][C:2]([C:9]1[CH:14]=[CH:13][C:12]([OH:15])=[CH:11][CH:10]=1)([CH2:4][C:5]([CH3:8])([CH3:7])[CH3:6])[CH3:3].[Na+].[I-:17].[OH-].[Na+].[O-]Cl.[Na+].[O-]S([O-])(=S)=O.[Na+].[Na+].Cl. The catalyst is CO. The product is [I:17][C:11]1[CH:10]=[C:9]([C:2]([CH3:1])([CH2:4][C:5]([CH3:6])([CH3:7])[CH3:8])[CH3:3])[CH:14]=[CH:13][C:12]=1[OH:15]. The yield is 0.660. (7) The reactants are [F:1][C:2]1[CH:7]=[CH:6][C:5]([O:8][C:9](=[O:23])[N:10]([CH2:12][C@H:13]2[CH2:18][CH2:17][C@H:16]([C:19]#[C:20][CH2:21]Cl)[CH2:15][CH2:14]2)[CH3:11])=[CH:4][CH:3]=1.[Na+].[I-].[CH3:26][NH:27][CH2:28][CH2:29][CH3:30]. The catalyst is CO. The product is [F:1][C:2]1[CH:7]=[CH:6][C:5]([O:8][C:9](=[O:23])[N:10]([CH3:11])[CH2:12][C@H:13]2[CH2:18][CH2:17][C@H:16]([C:19]#[C:20][CH2:21][N:27]([CH3:26])[CH2:28][CH2:29][CH3:30])[CH2:15][CH2:14]2)=[CH:4][CH:3]=1. The yield is 0.930. (8) The reactants are [F:1][C:2]1[CH:7]=[CH:6][C:5]([C:8]2[C:16]3[C:11](=[CH:12][CH:13]=[C:14]([C:17]([OH:19])=O)[CH:15]=3)[NH:10][N:9]=2)=[CH:4][CH:3]=1.O.ON1C2C=CC=CC=2N=N1.Cl.CN(C)CCCN=C=NCC.[NH2:43][CH2:44][CH2:45][CH2:46][OH:47]. The catalyst is O1CCCC1.O.CN(C)C=O. The product is [F:1][C:2]1[CH:3]=[CH:4][C:5]([C:8]2[C:16]3[C:11](=[CH:12][CH:13]=[C:14]([C:17]([NH:43][CH2:44][CH2:45][CH2:46][OH:47])=[O:19])[CH:15]=3)[NH:10][N:9]=2)=[CH:6][CH:7]=1. The yield is 0.780.